From a dataset of Forward reaction prediction with 1.9M reactions from USPTO patents (1976-2016). Predict the product of the given reaction. (1) The product is: [Si:16]([O:23][C@@H:24]([CH2:50][C@H:51]([O:79][Si:1]([C:4]([CH3:7])([CH3:6])[CH3:5])([CH3:3])[CH3:2])/[CH:52]=[CH:53]\[C@H:54]([CH3:78])[C@H:55]([O:70][Si:71]([C:74]([CH3:75])([CH3:76])[CH3:77])([CH3:73])[CH3:72])[C@@H:56]([CH3:69])[CH2:57][C@@H:58]([CH3:68])[CH2:59][O:60][Si:61]([C:64]([CH3:65])([CH3:66])[CH3:67])([CH3:63])[CH3:62])[C@H:25]([CH3:49])/[CH:26]=[CH:27]/[CH2:28][O:29][C:30]([C:43]1[CH:48]=[CH:47][CH:46]=[CH:45][CH:44]=1)([C:37]1[CH:38]=[CH:39][CH:40]=[CH:41][CH:42]=1)[C:31]1[CH:32]=[CH:33][CH:34]=[CH:35][CH:36]=1)([C:19]([CH3:20])([CH3:21])[CH3:22])([CH3:18])[CH3:17]. Given the reactants [Si:1](OS(C(F)(F)F)(=O)=O)([C:4]([CH3:7])([CH3:6])[CH3:5])([CH3:3])[CH3:2].[Si:16]([O:23][C@@H:24]([CH2:50][C@H:51]([OH:79])/[CH:52]=[CH:53]\[C@H:54]([CH3:78])[C@H:55]([O:70][Si:71]([C:74]([CH3:77])([CH3:76])[CH3:75])([CH3:73])[CH3:72])[C@@H:56]([CH3:69])[CH2:57][C@@H:58]([CH3:68])[CH2:59][O:60][Si:61]([C:64]([CH3:67])([CH3:66])[CH3:65])([CH3:63])[CH3:62])[C@H:25]([CH3:49])/[CH:26]=[CH:27]/[CH2:28][O:29][C:30]([C:43]1[CH:48]=[CH:47][CH:46]=[CH:45][CH:44]=1)([C:37]1[CH:42]=[CH:41][CH:40]=[CH:39][CH:38]=1)[C:31]1[CH:36]=[CH:35][CH:34]=[CH:33][CH:32]=1)([C:19]([CH3:22])([CH3:21])[CH3:20])([CH3:18])[CH3:17].N1C(C)=CC=CC=1C, predict the reaction product. (2) Given the reactants [N+:1]([C:4]1[CH:5]=[CH:6][C:7]2[O:12][CH:11]([CH2:13][C:14]([O:16][CH3:17])=[O:15])[CH2:10][NH:9][C:8]=2[CH:18]=1)([O-:3])=[O:2].[C:19]1(=O)[CH2:24][CH2:23][C:22](=O)[CH2:21][CH2:20]1.C1(C)C=CC(S(O)(=O)=O)=CC=1, predict the reaction product. The product is: [N+:1]([C:4]1[CH:5]=[CH:6][C:7]2[O:12][CH:11]([CH2:13][C:14]([O:16][CH3:17])=[O:15])[CH2:10][N:9]([C:19]3[CH:24]=[CH:23][CH:22]=[CH:21][CH:20]=3)[C:8]=2[CH:18]=1)([O-:3])=[O:2].